This data is from Forward reaction prediction with 1.9M reactions from USPTO patents (1976-2016). The task is: Predict the product of the given reaction. Given the reactants [CH3:1][N:2]([CH2:14][CH2:15][CH3:16])[C:3](=[O:13])[C:4]1[CH:9]=[CH:8][C:7]([N+:10]([O-])=O)=[CH:6][CH:5]=1, predict the reaction product. The product is: [NH2:10][C:7]1[CH:8]=[CH:9][C:4]([C:3]([N:2]([CH3:1])[CH2:14][CH2:15][CH3:16])=[O:13])=[CH:5][CH:6]=1.